This data is from Forward reaction prediction with 1.9M reactions from USPTO patents (1976-2016). The task is: Predict the product of the given reaction. Given the reactants [H-].[Na+].[Cl:3][C:4]1[CH:9]=[CH:8][C:7]([OH:10])=[C:6]([C:11]([CH3:15])([CH3:14])[CH2:12]Cl)[CH:5]=1, predict the reaction product. The product is: [Cl:3][C:4]1[CH:9]=[CH:8][C:7]2[O:10][CH2:12][C:11]([CH3:15])([CH3:14])[C:6]=2[CH:5]=1.